The task is: Predict which catalyst facilitates the given reaction.. This data is from Catalyst prediction with 721,799 reactions and 888 catalyst types from USPTO. Reactant: [CH2:1]([O:8][C:9](=[O:31])[NH:10][C@@H:11]1[C:14](=[O:15])[N:13]([CH2:16][C:17]2[CH:22]=[CH:21][C:20]([O:23][CH3:24])=[CH:19][C:18]=2[O:25][CH3:26])[C@@H:12]1/[CH:27]=[CH:28]/[O:29]C)[C:2]1[CH:7]=[CH:6][CH:5]=[CH:4][CH:3]=1.Cl. Product: [CH2:1]([O:8][C:9](=[O:31])[NH:10][C@H:11]1[C@@H:12]([CH2:27][CH:28]=[O:29])[N:13]([CH2:16][C:17]2[CH:22]=[CH:21][C:20]([O:23][CH3:24])=[CH:19][C:18]=2[O:25][CH3:26])[C:14]1=[O:15])[C:2]1[CH:7]=[CH:6][CH:5]=[CH:4][CH:3]=1. The catalyst class is: 12.